From a dataset of Full USPTO retrosynthesis dataset with 1.9M reactions from patents (1976-2016). Predict the reactants needed to synthesize the given product. (1) Given the product [Br:39][CH2:40][CH2:41][CH2:42][N:11]1[C:12]2[CH:17]=[CH:16][CH:15]=[CH:14][C:13]=2[N:9]([C:3]2[CH:4]=[CH:5][C:6]([F:8])=[CH:7][C:2]=2[F:1])[S:10]1(=[O:18])=[O:19], predict the reactants needed to synthesize it. The reactants are: [F:1][C:2]1[CH:7]=[C:6]([F:8])[CH:5]=[CH:4][C:3]=1[N:9]1[C:13]2[CH:14]=[CH:15][CH:16]=[CH:17][C:12]=2[NH:11][S:10]1(=[O:19])=[O:18].C1(P(C2C=CC=CC=2)C2C=CC=CC=2)C=CC=CC=1.[Br:39][CH2:40][CH2:41][CH2:42]O.CC(OC(/N=N/C(OC(C)C)=O)=O)C. (2) Given the product [CH3:22][C@@H:20]1[CH2:19][N:18]([C:2]2[C:11]([CH:12]=[O:13])=[CH:10][C:5]3[C:6]([CH3:9])=[N:7][O:8][C:4]=3[C:3]=2[F:14])[CH2:17][C@@H:16]([CH3:15])[O:21]1, predict the reactants needed to synthesize it. The reactants are: F[C:2]1[C:11]([CH:12]=[O:13])=[CH:10][C:5]2[C:6]([CH3:9])=[N:7][O:8][C:4]=2[C:3]=1[F:14].[CH3:15][C@H:16]1[O:21][C@H:20]([CH3:22])[CH2:19][NH:18][CH2:17]1. (3) Given the product [CH2:28]([CH:24]1[CH2:23][N:22]([C:6]2[C:7]([NH:12][CH2:13][C:14]3[CH:19]=[CH:18][C:17]([O:20][CH3:21])=[CH:16][CH:15]=3)=[N:8][C:9]3[C:4]([CH:5]=2)=[CH:3][C:2]([B:30]2[O:34][C:33]([CH3:36])([CH3:35])[C:32]([CH3:38])([CH3:37])[O:31]2)=[CH:11][CH:10]=3)[CH2:27][CH2:26][O:25]1)[CH3:29], predict the reactants needed to synthesize it. The reactants are: Br[C:2]1[CH:3]=[C:4]2[C:9](=[CH:10][CH:11]=1)[N:8]=[C:7]([NH:12][CH2:13][C:14]1[CH:19]=[CH:18][C:17]([O:20][CH3:21])=[CH:16][CH:15]=1)[C:6]([N:22]1[CH2:27][CH2:26][O:25][CH:24]([CH2:28][CH3:29])[CH2:23]1)=[CH:5]2.[B:30]1([B:30]2[O:34][C:33]([CH3:36])([CH3:35])[C:32]([CH3:38])([CH3:37])[O:31]2)[O:34][C:33]([CH3:36])([CH3:35])[C:32]([CH3:38])([CH3:37])[O:31]1.C([O-])(=O)C.[K+]. (4) The reactants are: [CH3:1][C:2]1[CH:20]=[CH:19][CH:18]=[CH:17][C:3]=1[C:4]([NH:6][C:7]1[C:16]2[CH2:15][CH2:14][CH2:13][CH2:12][C:11]=2[CH:10]=[CH:9][CH:8]=1)=[O:5].Cl[S:22]([OH:25])(=[O:24])=[O:23]. Given the product [CH3:1][C:2]1[CH:20]=[CH:19][CH:18]=[CH:17][C:3]=1[C:4]([NH:6][C:7]1[C:16]2[CH2:15][CH2:14][CH2:13][CH2:12][C:11]=2[C:10]([S:22]([OH:25])(=[O:24])=[O:23])=[CH:9][CH:8]=1)=[O:5], predict the reactants needed to synthesize it. (5) Given the product [Cl:1][C:2]1[CH:31]=[CH:30][C:5]2[N:6]3[C:10]([CH2:11][N:12]([CH2:15][C:16]4[CH:21]=[CH:20][C:19]([O:22][CH3:23])=[CH:18][C:17]=4[O:24][CH3:25])[C:13](=[O:14])[C:4]=2[CH:3]=1)=[C:9]([C:26]1[N:27]=[C:37]([CH:34]2[CH2:36][CH2:35]2)[O:29][N:28]=1)[N:8]=[CH:7]3, predict the reactants needed to synthesize it. The reactants are: [Cl:1][C:2]1[CH:31]=[CH:30][C:5]2[N:6]3[C:10]([CH2:11][N:12]([CH2:15][C:16]4[CH:21]=[CH:20][C:19]([O:22][CH3:23])=[CH:18][C:17]=4[O:24][CH3:25])[C:13](=[O:14])[C:4]=2[CH:3]=1)=[C:9]([C:26]([NH:28][OH:29])=[NH:27])[N:8]=[CH:7]3.[O-2].[Mg+2].[CH:34]1([C:37](Cl)=O)[CH2:36][CH2:35]1. (6) Given the product [CH2:14]([NH:16][C:17]([C@H:19]1[CH2:23][CH2:22][C@@H:21]([NH:24][NH2:7])[CH2:20]1)=[O:18])[CH3:15], predict the reactants needed to synthesize it. The reactants are: C(OC(C1(C(OCC)=O)O[NH:7]1)=O)C.[CH2:14]([NH:16][C:17]([C@H:19]1[CH2:23][CH2:22][C@@H:21]([NH2:24])[CH2:20]1)=[O:18])[CH3:15]. (7) Given the product [Cl:11][C:12]1[CH:17]=[CH:16][C:15]([N:18]2[CH2:19][CH2:20][C:21]([CH3:24])([CH:25]=[O:26])[CH2:22][CH2:23]2)=[CH:14][C:13]=1[O:27][CH3:28], predict the reactants needed to synthesize it. The reactants are: C(Cl)(=O)C(Cl)=O.CS(C)=O.[Cl:11][C:12]1[CH:17]=[CH:16][C:15]([N:18]2[CH2:23][CH2:22][C:21]([CH2:25][OH:26])([CH3:24])[CH2:20][CH2:19]2)=[CH:14][C:13]=1[O:27][CH3:28].C(N(CC)CC)C. (8) Given the product [F:1][C:2]1[CH:3]=[C:4]([C:9]2([O:18][CH3:19])[CH2:13][CH2:12][N+:11]([O-:25])([CH2:14][CH:15]([CH3:17])[CH3:16])[CH2:10]2)[CH:5]=[CH:6][C:7]=1[F:8], predict the reactants needed to synthesize it. The reactants are: [F:1][C:2]1[CH:3]=[C:4]([C:9]2([O:18][CH3:19])[CH2:13][CH2:12][N:11]([CH2:14][CH:15]([CH3:17])[CH3:16])[CH2:10]2)[CH:5]=[CH:6][C:7]=1[F:8].ClC1C=C(C=CC=1)C(OO)=[O:25]. (9) Given the product [F:23][C:18]1[C:17]([C:3]2[N:4]=[C:5]([CH2:7][N:8]([CH3:16])[C:9](=[O:15])[O:10][C:11]([CH3:14])([CH3:13])[CH3:12])[S:6][C:2]=2[S:30][C:24]2[CH:29]=[CH:28][CH:27]=[CH:26][CH:25]=2)=[CH:22][CH:21]=[CH:20][N:19]=1, predict the reactants needed to synthesize it. The reactants are: Br[C:2]1[S:6][C:5]([CH2:7][N:8]([CH3:16])[C:9](=[O:15])[O:10][C:11]([CH3:14])([CH3:13])[CH3:12])=[N:4][C:3]=1[C:17]1[C:18]([F:23])=[N:19][CH:20]=[CH:21][CH:22]=1.[C:24]1([SH:30])[CH:29]=[CH:28][CH:27]=[CH:26][CH:25]=1.C(N(C(C)C)C(C)C)C.C(=O)([O-])O.[Na+]. (10) Given the product [C:12]([O:11][C:9]([NH:18][C:19]1[CH:27]=[CH:26][C:22]([C:23]([OH:25])=[O:24])=[CH:21][CH:20]=1)=[O:10])([CH3:13])([CH3:14])[CH3:15], predict the reactants needed to synthesize it. The reactants are: [C:9](O[C:9]([O:11][C:12]([CH3:15])([CH3:14])[CH3:13])=[O:10])([O:11][C:12]([CH3:15])([CH3:14])[CH3:13])=[O:10].[OH-].[Na+].[NH2:18][C:19]1[CH:27]=[CH:26][C:22]([C:23]([OH:25])=[O:24])=[CH:21][CH:20]=1.